From a dataset of Cav3 T-type calcium channel HTS with 100,875 compounds. Binary Classification. Given a drug SMILES string, predict its activity (active/inactive) in a high-throughput screening assay against a specified biological target. (1) The drug is FC(F)(F)C1(N=C(Nc2n(c(=O)[nH]c(=O)c12)c1ccc(cc1)C)C1CCCCC1)C(F)(F)F. The result is 0 (inactive). (2) The compound is S(c1c(NCc2cc(OCC)c(O)cc2)cccc1)C. The result is 0 (inactive). (3) The molecule is S1c2c(N(Cc3ccc(F)cc3)C(=O)C1)cccc2. The result is 0 (inactive).